From a dataset of Peptide-MHC class I binding affinity with 185,985 pairs from IEDB/IMGT. Regression. Given a peptide amino acid sequence and an MHC pseudo amino acid sequence, predict their binding affinity value. This is MHC class I binding data. (1) The peptide sequence is TIEGRKVMLY. The MHC is HLA-A29:02 with pseudo-sequence HLA-A29:02. The binding affinity (normalized) is 0.308. (2) The peptide sequence is DIETAIRAGY. The MHC is HLA-A68:01 with pseudo-sequence HLA-A68:01. The binding affinity (normalized) is 0.342. (3) The peptide sequence is AGVWSQDKW. The MHC is HLA-A01:01 with pseudo-sequence HLA-A01:01. The binding affinity (normalized) is 0. (4) The peptide sequence is KELGVHMSL. The MHC is HLA-B45:06 with pseudo-sequence HLA-B45:06. The binding affinity (normalized) is 0.213. (5) The peptide sequence is ALAKAAAAV. The MHC is HLA-A02:06 with pseudo-sequence HLA-A02:06. The binding affinity (normalized) is 0.846. (6) The peptide sequence is SSPGPTTEA. The MHC is HLA-A02:01 with pseudo-sequence HLA-A02:01. The binding affinity (normalized) is 0.114. (7) The peptide sequence is RRIFDLIEL. The MHC is HLA-A29:02 with pseudo-sequence HLA-A29:02. The binding affinity (normalized) is 0.295. (8) The peptide sequence is YAYENGFPI. The MHC is H-2-Db with pseudo-sequence H-2-Db. The binding affinity (normalized) is 0.966. (9) The peptide sequence is WETARHTPV. The MHC is Patr-B2401 with pseudo-sequence Patr-B2401. The binding affinity (normalized) is 0.0786.